This data is from Forward reaction prediction with 1.9M reactions from USPTO patents (1976-2016). The task is: Predict the product of the given reaction. (1) Given the reactants [CH2:1]([O:3][C:4]1[CH:13]=[C:12]2[C:7]([C:8](=O)[NH:9][CH:10]=[N:11]2)=[C:6]([O:15][CH2:16][C@H:17]2[CH2:21][CH2:20][CH2:19][N:18]2[C:22]([O:24][C:25]([CH3:28])([CH3:27])[CH3:26])=[O:23])[CH:5]=1)[CH3:2].C(N(CC)C(C)C)(C)C.P(Cl)(Cl)([Cl:40])=O, predict the reaction product. The product is: [Cl:40][C:8]1[C:7]2[C:12](=[CH:13][C:4]([O:3][CH2:1][CH3:2])=[CH:5][C:6]=2[O:15][CH2:16][C@H:17]2[CH2:21][CH2:20][CH2:19][N:18]2[C:22]([O:24][C:25]([CH3:28])([CH3:27])[CH3:26])=[O:23])[N:11]=[CH:10][N:9]=1. (2) Given the reactants [F:1][C:2]1[CH:3]=[C:4]([CH2:9][C:10]([NH:12][C@H:13]([C:15]([OH:17])=O)[CH3:14])=[O:11])[CH:5]=[C:6]([F:8])[CH:7]=1.[NH2:18][CH:19]1[C:28]2[C:23](=[CH:24][C:25]([CH2:29][C:30]3[CH:35]=[CH:34][CH:33]=[CH:32][CH:31]=3)=[CH:26][CH:27]=2)[CH2:22][NH:21][C:20]1=[O:36], predict the reaction product. The product is: [F:8][C:6]1[CH:5]=[C:4]([CH2:9][C:10]([NH:12][C@H:13]([C:15]([NH:18][CH:19]2[C:28]3[C:23](=[CH:24][C:25]([CH2:29][C:30]4[CH:35]=[CH:34][CH:33]=[CH:32][CH:31]=4)=[CH:26][CH:27]=3)[CH2:22][NH:21][C:20]2=[O:36])=[O:17])[CH3:14])=[O:11])[CH:3]=[C:2]([F:1])[CH:7]=1. (3) Given the reactants [CH3:1][O:2][C:3]([C:5]1[CH:13]=[CH:12][C:8]([C:9](O)=[O:10])=[CH:7][C:6]=1[CH3:14])=[O:4], predict the reaction product. The product is: [OH:10][CH2:9][C:8]1[CH:12]=[CH:13][C:5]([C:3]([O:2][CH3:1])=[O:4])=[C:6]([CH3:14])[CH:7]=1. (4) Given the reactants [Br:1][C:2]1[NH:10][C:9]2[C:8](=[O:11])[N:7]3[C:12]([CH2:15][CH2:16][C:17](O)=[O:18])=[N:13][N:14]=[C:6]3[N:5]([CH2:20][CH2:21][CH2:22][CH2:23][CH3:24])[C:4]=2[N:3]=1.[NH:25]1[CH2:30][CH2:29][O:28][CH2:27][CH2:26]1.C(N(CC)CC)C.F[P-](F)(F)(F)(F)F.N1(O[P+](N(C)C)(N(C)C)N(C)C)C2C=CC=CC=2N=N1, predict the reaction product. The product is: [Br:1][C:2]1[NH:10][C:9]2[C:8](=[O:11])[N:7]3[C:12]([CH2:15][CH2:16][C:17]([N:25]4[CH2:30][CH2:29][O:28][CH2:27][CH2:26]4)=[O:18])=[N:13][N:14]=[C:6]3[N:5]([CH2:20][CH2:21][CH2:22][CH2:23][CH3:24])[C:4]=2[N:3]=1. (5) The product is: [O:26]1[CH2:31][CH2:30][CH:29]([C:32]2[CH:36]=[C:35]([NH:37][C:38](=[O:46])[NH2:7])[O:34][N:33]=2)[CH2:28][CH2:27]1. Given the reactants COC1C=C2C(=CC=1OCCOC)N=C[N:7]=C2OC1C=C(C=CC=1)N.[O:26]1[CH2:31][CH2:30][CH:29]([C:32]2[CH:36]=[C:35]([NH:37][C:38](=[O:46])OC3C=CC=CC=3)[O:34][N:33]=2)[CH2:28][CH2:27]1.COC1C=C2C(=CC=1OC)N=CN=C2OC1C=C(NC(NC2ON=C(C(C)C)C=2)=O)C=CC=1, predict the reaction product.